Dataset: Catalyst prediction with 721,799 reactions and 888 catalyst types from USPTO. Task: Predict which catalyst facilitates the given reaction. (1) Reactant: Br[C:2]1[CH:3]=[CH:4][C:5]2[C:9]3[CH2:10][N:11]([C:15]([O:17][C:18]([CH3:21])([CH3:20])[CH3:19])=[O:16])[CH2:12][CH2:13][CH2:14][C:8]=3[N:7]([CH3:22])[C:6]=2[N:23]=1.[F:24][C:25]([F:40])([F:39])[C:26]1[N:31]=[CH:30][C:29]([C:32]2[CH:37]=[CH:36][NH:35][C:34](=[O:38])[CH:33]=2)=[CH:28][CH:27]=1.C([O-])([O-])=O.[Cs+].[Cs+].OC1C=CC=C2C=1N=CC=C2. Product: [CH3:22][N:7]1[C:8]2[CH2:14][CH2:13][CH2:12][N:11]([C:15]([O:17][C:18]([CH3:21])([CH3:20])[CH3:19])=[O:16])[CH2:10][C:9]=2[C:5]2[CH:4]=[CH:3][C:2]([N:35]3[CH:36]=[CH:37][C:32]([C:29]4[CH:30]=[N:31][C:26]([C:25]([F:24])([F:39])[F:40])=[CH:27][CH:28]=4)=[CH:33][C:34]3=[O:38])=[N:23][C:6]1=2. The catalyst class is: 846. (2) Reactant: [Br:1][C:2]1[CH:3]=[C:4]([C:8]2[CH:20]=[CH:19][C:11]3[NH:12][C:13](=O)[O:14][C:15]([CH3:17])([CH3:16])[C:10]=3[CH:9]=2)[CH:5]=[CH:6][CH:7]=1.COC1C=CC(P2(SP(C3C=CC(OC)=CC=3)(=S)S2)=[S:30])=CC=1. Product: [Br:1][C:2]1[CH:3]=[C:4]([C:8]2[CH:20]=[CH:19][C:11]3[NH:12][C:13](=[S:30])[O:14][C:15]([CH3:17])([CH3:16])[C:10]=3[CH:9]=2)[CH:5]=[CH:6][CH:7]=1. The catalyst class is: 11. (3) Reactant: [NH2:1][C:2]1[N:7]=[CH:6][N:5]=[C:4]2[N:8]([CH:12]3[CH2:16][CH:15]([OH:17])[CH:14]=[CH:13]3)[N:9]=[C:10](I)[C:3]=12.[CH3:18][O:19][C:20]1[CH:25]=[C:24](B2OC(C)(C)C(C)(C)O2)[CH:23]=[CH:22][C:21]=1[NH:35][C:36](=[O:48])[C:37]1[CH:42]=[CH:41][C:40]([C:43]([F:46])([F:45])[F:44])=[CH:39][C:38]=1[F:47].O.C(=O)([O-])[O-].[Na+].[Na+]. Product: [NH2:1][C:2]1[N:7]=[CH:6][N:5]=[C:4]2[N:8]([CH:12]3[CH2:16][CH:15]([OH:17])[CH:14]=[CH:13]3)[N:9]=[C:10]([C:24]3[CH:23]=[CH:22][C:21]([NH:35][C:36](=[O:48])[C:37]4[CH:42]=[CH:41][C:40]([C:43]([F:45])([F:46])[F:44])=[CH:39][C:38]=4[F:47])=[C:20]([O:19][CH3:18])[CH:25]=3)[C:3]=12. The catalyst class is: 149. (4) Reactant: CC([N:5]([C:9]([CH3:32])([CH3:31])[C:10](=[O:30])[NH:11][C:12]1[CH:13]=[N:14][C:15]([O:18][C:19]2[C:24]3[C:25]4([CH2:28][O:29][C:23]=3[CH:22]=[CH:21][CH:20]=2)[CH2:27][CH2:26]4)=[CH:16][CH:17]=1)C(=O)[O-])(C)C.C(O)(C(F)(F)F)=O.C([O-])(O)=O.[Na+]. Product: [CH3:32][C:9]([C:10]([NH:11][C:12]1[CH:13]=[N:14][C:15]([O:18][C:19]2[C:24]3[C:25]4([CH2:28][O:29][C:23]=3[CH:22]=[CH:21][CH:20]=2)[CH2:27][CH2:26]4)=[CH:16][CH:17]=1)=[O:30])([CH3:31])[NH2:5]. The catalyst class is: 4. (5) Reactant: [CH3:1][C:2]1[O:3][C:4]([CH3:9])=[CH:5][C:6](=[O:8])[CH:7]=1. Product: [CH3:1][C@@H:2]1[CH2:7][C:6](=[O:8])[CH2:5][C@H:4]([CH3:9])[O:3]1. The catalyst class is: 50. (6) Reactant: [NH2:1][C:2]1[CH:7]=[CH:6][C:5]([C:8]2[CH:13]=[CH:12][C:11]([C:14]#[N:15])=[CH:10][CH:9]=2)=[CH:4][CH:3]=1.[H-].[Na+].Br[CH2:19][CH2:20][CH2:21][CH2:22][OH:23]. Product: [OH:23][CH2:22][CH2:21][CH2:20][CH2:19][NH:1][C:2]1[CH:3]=[CH:4][C:5]([C:8]2[CH:13]=[CH:12][C:11]([C:14]#[N:15])=[CH:10][CH:9]=2)=[CH:6][CH:7]=1. The catalyst class is: 9. (7) Reactant: [Cl:1][C:2]1[CH:10]=[CH:9][C:5]([C:6]([OH:8])=O)=[C:4]([C:11]([F:14])([F:13])[F:12])[CH:3]=1.C(Cl)(=O)C(Cl)=O.CN(C)C=O.[CH2:26]([NH:28][CH2:29][CH3:30])[CH3:27]. Product: [Cl:1][C:2]1[CH:10]=[CH:9][C:5]([C:6]([N:28]([CH2:29][CH3:30])[CH2:26][CH3:27])=[O:8])=[C:4]([C:11]([F:14])([F:13])[F:12])[CH:3]=1. The catalyst class is: 2. (8) Reactant: [NH2:1][C:2]1[N:6]([CH2:7][CH2:8][CH2:9][CH3:10])[C:5](Br)=[N:4][C:3]=1[C:12]([NH2:14])=[O:13].CC(C)([O-])C.[K+].[Br-].[Li+].[Cl:23][C:24]1[C:32]2[S:31][C:30]([SH:33])=[N:29][C:28]=2[CH:27]=[CH:26][CH:25]=1. Product: [NH2:1][C:2]1[N:6]([CH2:7][CH2:8][CH2:9][CH3:10])[C:5]([S:33][C:30]2[S:31][C:32]3[C:24]([Cl:23])=[CH:25][CH:26]=[CH:27][C:28]=3[N:29]=2)=[N:4][C:3]=1[C:12]([NH2:14])=[O:13]. The catalyst class is: 3. (9) Reactant: [Si:1]([O:8][CH2:9][C@@H:10]([N:14](C)[C:15](=O)OC(C)(C)C)[CH2:11][CH:12]=[CH2:13])([C:4]([CH3:7])([CH3:6])[CH3:5])([CH3:3])[CH3:2].N1C(C)=CC=CC=1C.[Si](OS(C(F)(F)F)(=O)=O)(C)(C)C. Product: [Si:1]([O:8][CH2:9][C@@H:10]([NH:14][CH3:15])[CH2:11][CH:12]=[CH2:13])([C:4]([CH3:7])([CH3:6])[CH3:5])([CH3:2])[CH3:3]. The catalyst class is: 2.